Task: Predict the reaction yield, written as a fraction of the theoretical maximum amount of product (1.0 means a 100% yield; for example, 0.34 means a 34% yield).. Dataset: Reaction yield outcomes from USPTO patents with 853,638 reactions The reactants are [CH:1]1[C:10]2[C:5](=[CH:6][CH:7]=[CH:8][CH:9]=2)[CH:4]=[CH:3][C:2]=1[OH:11]. The catalyst is C1C2C(=CC=CC=2)C=CC=1O.C(Cl)(Cl)(Cl)Cl. The product is [CH:7]1[CH:6]=[C:5]2[CH:4]=[CH:3][C:2]([OH:11])=[C:1]([C:1]3[C:10]4[C:5](=[CH:6][CH:7]=[CH:8][CH:9]=4)[CH:4]=[CH:3][C:2]=3[OH:11])[C:10]2=[CH:9][CH:8]=1. The yield is 0.840.